The task is: Predict which catalyst facilitates the given reaction.. This data is from Catalyst prediction with 721,799 reactions and 888 catalyst types from USPTO. (1) Reactant: [CH:1]([O:4][C:5](=[O:20])[CH2:6][CH2:7][CH2:8][C:9]1[N:13]([CH3:14])[C:12]2[CH:15]=[CH:16][C:17]([NH2:19])=[CH:18][C:11]=2[N:10]=1)([CH3:3])[CH3:2].[OH2:21].Cl[CH2:23][CH2:24][OH:25].C(N([CH2:31][CH3:32])CC)C. Product: [CH:1]([O:4][C:5](=[O:20])[CH2:6][CH2:7][CH2:8][C:9]1[N:13]([CH3:14])[C:12]2[CH:15]=[CH:16][C:17]([N:19]([CH2:32][CH2:31][OH:21])[CH2:23][CH2:24][OH:25])=[CH:18][C:11]=2[N:10]=1)([CH3:3])[CH3:2]. The catalyst class is: 175. (2) Reactant: [CH3:1][N:2]([CH3:47])[CH2:3][CH2:4][CH2:5][O:6][C:7]1[CH:12]=[CH:11][C:10]([C:13]2[CH:14]=[C:15]3[C:21]([NH:22][C:23]([C:25]4[CH:26]=[N:27][N:28]([CH2:30][C:31]5[CH:36]=[CH:35][CH:34]=[CH:33][CH:32]=5)[CH:29]=4)=[O:24])=[CH:20][N:19](S(C4C=CC(C)=CC=4)(=O)=O)[C:16]3=[N:17][CH:18]=2)=[CH:9][CH:8]=1.C([O-])([O-])=O.[K+].[K+]. Product: [CH3:47][N:2]([CH3:1])[CH2:3][CH2:4][CH2:5][O:6][C:7]1[CH:8]=[CH:9][C:10]([C:13]2[CH:14]=[C:15]3[C:21]([NH:22][C:23]([C:25]4[CH:26]=[N:27][N:28]([CH2:30][C:31]5[CH:32]=[CH:33][CH:34]=[CH:35][CH:36]=5)[CH:29]=4)=[O:24])=[CH:20][NH:19][C:16]3=[N:17][CH:18]=2)=[CH:11][CH:12]=1. The catalyst class is: 5.